This data is from Reaction yield outcomes from USPTO patents with 853,638 reactions. The task is: Predict the reaction yield, written as a fraction of the theoretical maximum amount of product (1.0 means a 100% yield; for example, 0.34 means a 34% yield). (1) The reactants are C[N:2]([CH3:17])[C:3]([CH3:16])=[CH:4][C:5]([C:7]1[CH:12]=[CH:11][CH:10]=[C:9]([N+:13]([O-:15])=[O:14])[CH:8]=1)=O.[N:18]1[CH:23]=[CH:22][C:21]([C:24]2[CH:25]=C(N)[NH:27][N:28]=2)=[CH:20][CH:19]=1. The catalyst is C(O)(=O)C. The product is [CH3:16][C:3]1[CH:4]=[C:5]([C:7]2[CH:12]=[CH:11][CH:10]=[C:9]([N+:13]([O-:15])=[O:14])[CH:8]=2)[N:27]2[N:28]=[C:24]([C:21]3[CH:22]=[CH:23][N:18]=[CH:19][CH:20]=3)[CH:25]=[C:17]2[N:2]=1. The yield is 0.310. (2) The reactants are [F:1][C:2]1[C:10]([NH:11][S:12]([CH2:15][CH2:16][CH3:17])(=[O:14])=[O:13])=[CH:9][CH:8]=[C:7]([F:18])[C:3]=1[C:4]([OH:6])=O.CN(C)C=O.C(Cl)(=O)C(Cl)=O.C(N(CC)CC)C.[NH2:37][C:38]1[CH:39]=[N:40][C:41]2[C:46]([CH:47]=1)=[CH:45][CH:44]=[CH:43][CH:42]=2. The catalyst is O1CCCC1.ClCCl. The product is [F:1][C:2]1[C:10]([NH:11][S:12]([CH2:15][CH2:16][CH3:17])(=[O:14])=[O:13])=[CH:9][CH:8]=[C:7]([F:18])[C:3]=1[C:4]([NH:37][C:38]1[CH:39]=[N:40][C:41]2[C:46]([CH:47]=1)=[CH:45][CH:44]=[CH:43][CH:42]=2)=[O:6]. The yield is 0.450. (3) The reactants are [Br:1][C:2]1[CH:7]=[CH:6][C:5]([C@@H:8]([N:10]2[CH2:15][CH2:14][C@:13]([CH2:22][C:23](=[O:25])[CH3:24])([C:16]3[CH:21]=[CH:20][CH:19]=[CH:18][CH:17]=3)[O:12][C:11]2=[O:26])[CH3:9])=[CH:4][CH:3]=1.[CH3:27][Mg]Br. The catalyst is C1COCC1. The product is [Br:1][C:2]1[CH:7]=[CH:6][C:5]([C@@H:8]([N:10]2[CH2:15][CH2:14][C@:13]([CH2:22][C:23]([OH:25])([CH3:27])[CH3:24])([C:16]3[CH:17]=[CH:18][CH:19]=[CH:20][CH:21]=3)[O:12][C:11]2=[O:26])[CH3:9])=[CH:4][CH:3]=1. The yield is 0.650. (4) The product is [Br:1][C:2]1[N:3]([C@H:36]2[O:37][CH2:20][C@H:21]([O:22][C:23](=[O:25])[CH3:24])[C@H:26]([O:27][C:28](=[O:30])[CH3:29])[C@@H:31]2[O:32][C:33](=[O:35])[CH3:34])[C:4]2[CH:10]=[C:9]([Cl:11])[C:8]([Cl:12])=[CH:7][C:5]=2[N:6]=1. The catalyst is C(OCC)(=O)C.C(#N)C. The reactants are [Br:1][C:2]1[NH:3][C:4]2[CH:10]=[C:9]([Cl:11])[C:8]([Cl:12])=[CH:7][C:5]=2[N:6]=1.ClCCl.C(O[C@H:20]1[O:37][CH2:36][C@H:31]([O:32][C:33](=[O:35])[CH3:34])[C@H:26]([O:27][C:28](=[O:30])[CH3:29])[C@@H:21]1[O:22][C:23](=[O:25])[CH3:24])(=O)C.C(=O)(O)[O-].[Na+]. The yield is 0.400. (5) The reactants are C([Li])CCC.Br[C:7]1[CH:12]=[CH:11][CH:10]=[CH:9][N:8]=1.[CH2:13]([C:15]1[O:19][C:18]([CH:20]=[O:21])=[CH:17][CH:16]=1)[CH3:14]. The catalyst is C1COCC1. The product is [CH2:13]([C:15]1[O:19][C:18]([CH:20]([C:7]2[CH:12]=[CH:11][CH:10]=[CH:9][N:8]=2)[OH:21])=[CH:17][CH:16]=1)[CH3:14]. The yield is 0.250. (6) The reactants are [O:1]1[C:5]2[CH:6]=[CH:7][C:8]([C:10]3([C:13]([NH:15][C:16]4[CH:21]=[CH:20][C:19]([CH3:22])=[C:18](Br)[CH:17]=4)=[O:14])[CH2:12][CH2:11]3)=[CH:9][C:4]=2[O:3][CH2:2]1.[OH:24][CH2:25][C:26]1[CH:31]=[CH:30][C:29](B(O)O)=[CH:28][CH:27]=1.C([O-])([O-])=O.[K+].[K+]. The catalyst is CN(C)C=O. The product is [O:1]1[C:5]2[CH:6]=[CH:7][C:8]([C:10]3([C:13]([NH:15][C:16]4[CH:17]=[C:18]([C:29]5[CH:30]=[CH:31][C:26]([CH2:25][OH:24])=[CH:27][CH:28]=5)[C:19]([CH3:22])=[CH:20][CH:21]=4)=[O:14])[CH2:12][CH2:11]3)=[CH:9][C:4]=2[O:3][CH2:2]1. The yield is 0.590.